From a dataset of Peptide-MHC class I binding affinity with 185,985 pairs from IEDB/IMGT. Regression. Given a peptide amino acid sequence and an MHC pseudo amino acid sequence, predict their binding affinity value. This is MHC class I binding data. (1) The peptide sequence is RVFPGDHFY. The MHC is HLA-B35:01 with pseudo-sequence HLA-B35:01. The binding affinity (normalized) is 0.936. (2) The peptide sequence is RWGGTCHIL. The MHC is HLA-A24:02 with pseudo-sequence HLA-A24:02. The binding affinity (normalized) is 0.629. (3) The peptide sequence is YPLTFGWCY. The MHC is HLA-A32:01 with pseudo-sequence HLA-A32:01. The binding affinity (normalized) is 0.0218. (4) The peptide sequence is FLYGGLLLA. The MHC is HLA-A02:01 with pseudo-sequence HLA-A02:01. The binding affinity (normalized) is 0.991. (5) The peptide sequence is GMSWITQGL. The MHC is HLA-B08:01 with pseudo-sequence HLA-B08:01. The binding affinity (normalized) is 0.0847. (6) The peptide sequence is ETNIGCAVNT. The MHC is HLA-A68:02 with pseudo-sequence HLA-A68:02. The binding affinity (normalized) is 0.716. (7) The peptide sequence is KDWTGTAFI. The MHC is H-2-Kd with pseudo-sequence H-2-Kd. The binding affinity (normalized) is 0.